This data is from Forward reaction prediction with 1.9M reactions from USPTO patents (1976-2016). The task is: Predict the product of the given reaction. (1) Given the reactants [OH:1][C:2]1[CH:7]=[C:6]([C:8]([F:11])([F:10])[F:9])[CH:5]=[CH:4][C:3]=1[CH2:12][CH2:13][C:14]([O:16]C(C)(C)C)=[O:15].[CH3:21][S:22]([C:25]1[CH:30]=[CH:29][C:28](F)=[C:27]([Cl:32])[CH:26]=1)(=[O:24])=[O:23].C(=O)([O-])[O-].[K+].[K+], predict the reaction product. The product is: [Cl:32][C:27]1[CH:26]=[C:25]([S:22]([CH3:21])(=[O:24])=[O:23])[CH:30]=[CH:29][C:28]=1[O:1][C:2]1[CH:7]=[C:6]([C:8]([F:9])([F:10])[F:11])[CH:5]=[CH:4][C:3]=1[CH2:12][CH2:13][C:14]([OH:16])=[O:15]. (2) Given the reactants [F:1][C:2]1[CH:3]=[C:4]([CH2:10][C:11]([OH:13])=O)[CH:5]=[CH:6][C:7]=1[O:8][CH3:9].[C:14]1([O:20][CH3:21])[CH:19]=[CH:18][CH:17]=[CH:16][CH:15]=1, predict the reaction product. The product is: [F:1][C:2]1[CH:3]=[C:4]([CH2:10][C:11]([C:17]2[CH:18]=[CH:19][C:14]([O:20][CH3:21])=[CH:15][CH:16]=2)=[O:13])[CH:5]=[CH:6][C:7]=1[O:8][CH3:9]. (3) Given the reactants [Cl:1][C:2]1[CH:9]=[CH:8][CH:7]=[CH:6][C:3]=1[CH:4]=O.F[B-](F)(F)F.[CH:15]1([S+](C2C=CC=CC=2)C2C=CC=CC=2)[CH2:17][CH2:16]1.CC([O-:35])(C)C.[K+], predict the reaction product. The product is: [Cl:1][C:2]1[CH:9]=[CH:8][CH:7]=[CH:6][C:3]=1[CH:4]1[CH2:17][CH2:15][C:16]1=[O:35]. (4) Given the reactants [C:1]([C:5]1[O:9][N:8]=[C:7]([NH:10][C:11]([NH:13][C:14]2[CH:19]=[CH:18][CH:17]=[C:16]([OH:20])[CH:15]=2)=[O:12])[CH:6]=1)([CH3:4])([CH3:3])[CH3:2].CC(C)([O-])C.[K+].[Cl:27][C:28]1[N:37]=[C:36](Cl)[C:35]2[C:30](=[CH:31][C:32]([O:41][CH3:42])=[C:33]([O:39][CH3:40])[CH:34]=2)[N:29]=1, predict the reaction product. The product is: [C:1]([C:5]1[O:9][N:8]=[C:7]([NH:10][C:11]([NH:13][C:14]2[CH:19]=[CH:18][CH:17]=[C:16]([O:20][C:36]3[C:35]4[C:30](=[CH:31][C:32]([O:41][CH3:42])=[C:33]([O:39][CH3:40])[CH:34]=4)[N:29]=[C:28]([Cl:27])[N:37]=3)[CH:15]=2)=[O:12])[CH:6]=1)([CH3:4])([CH3:2])[CH3:3]. (5) Given the reactants [OH:1][C:2]([C:4]([F:7])([F:6])[F:5])=[O:3].[F:8][CH:9]([F:37])[CH2:10][NH:11][C:12]1[N:17]=[C:16]2[CH2:18][NH:19][CH2:20][CH2:21][C:15]2=[N:14][C:13]=1[N:22]1[CH2:27][CH2:26][CH:25]([O:28][C:29]2[CH:34]=[CH:33][C:32]([F:35])=[CH:31][C:30]=2[F:36])[CH2:24][CH2:23]1.CCN(C(C)C)C(C)C.FC(F)C(OC(=O)C(F)F)=O, predict the reaction product. The product is: [F:37][CH:9]([F:8])[CH2:10][NH:11][C:12]1[N:17]=[C:16]2[CH2:18][N:19]([C:2](=[O:1])[CH:4]([F:7])[F:5])[CH2:20][CH2:21][C:15]2=[N:14][C:13]=1[N:22]1[CH2:23][CH2:24][CH:25]([O:28][C:29]2[CH:34]=[CH:33][C:32]([F:35])=[CH:31][C:30]=2[F:36])[CH2:26][CH2:27]1.[C:2]([OH:3])([C:4]([F:7])([F:6])[F:5])=[O:1]. (6) Given the reactants [Cl:1][C:2]1[CH:11]=[CH:10][C:9]2[NH:8][C:7](=O)[C:6]3[O:13][CH:14]=[CH:15][C:5]=3[C:4]=2[CH:3]=1.O=P(Cl)(Cl)[Cl:18], predict the reaction product. The product is: [Cl:18][C:7]1[C:6]2[O:13][CH:14]=[CH:15][C:5]=2[C:4]2[CH:3]=[C:2]([Cl:1])[CH:11]=[CH:10][C:9]=2[N:8]=1. (7) Given the reactants Cl[C:2]1[N:9]=[CH:8][CH:7]=[CH:6][C:3]=1[CH:4]=[O:5].[F:10][C:11]1[CH:16]=[CH:15][C:14](/[CH:17]=[CH:18]/[C:19]2[CH:24]=[CH:23][C:22]([S:25]([O-:27])=[O:26])=[CH:21][CH:20]=2)=[CH:13][CH:12]=1.[Na+], predict the reaction product. The product is: [F:10][C:11]1[CH:12]=[CH:13][C:14](/[CH:17]=[CH:18]/[C:19]2[CH:24]=[CH:23][C:22]([S:25]([C:2]3[N:9]=[CH:8][CH:7]=[CH:6][C:3]=3[CH:4]=[O:5])(=[O:27])=[O:26])=[CH:21][CH:20]=2)=[CH:15][CH:16]=1. (8) Given the reactants [CH3:1][N:2]1[CH:7]=[C:6](B2OC(C)(C)C(C)(C)O2)[CH:5]=[C:4]([NH:17][C:18]2[CH:23]=[CH:22][C:21]([C:24]([N:26]3[CH2:31][CH2:30][O:29][CH2:28][CH2:27]3)=[O:25])=[CH:20][N:19]=2)[C:3]1=[O:32].Br[C:34]1[CH:35]=[C:36]([N:40]2[CH:49]=[CH:48][C:47]3[C:42](=[CH:43][CH:44]=[C:45]([N:50]([CH3:52])[CH3:51])[CH:46]=3)[C:41]2=[O:53])[CH:37]=[CH:38][CH:39]=1.P([O-])([O-])([O-])=O.[K+].[K+].[K+], predict the reaction product. The product is: [CH3:51][N:50]([CH3:52])[C:45]1[CH:46]=[C:47]2[C:42](=[CH:43][CH:44]=1)[C:41](=[O:53])[N:40]([C:36]1[CH:37]=[CH:38][CH:39]=[C:34]([C:6]3[CH:5]=[C:4]([NH:17][C:18]4[CH:23]=[CH:22][C:21]([C:24]([N:26]5[CH2:31][CH2:30][O:29][CH2:28][CH2:27]5)=[O:25])=[CH:20][N:19]=4)[C:3](=[O:32])[N:2]([CH3:1])[CH:7]=3)[CH:35]=1)[CH:49]=[CH:48]2. (9) Given the reactants [CH3:1][N:2]([CH2:57][CH2:58][O:59][CH2:60][CH2:61][O:62][CH2:63][CH2:64][O:65][CH2:66][CH2:67][C:68]([O:70]C(C)(C)C)=[O:69])[C:3]([C@@H:5]1[CH2:10][O:9][CH2:8][CH2:7][N:6]1[CH2:11][CH2:12][N:13]([CH3:56])[C:14](=[O:55])[C:15]1[CH:20]=[CH:19][CH:18]=[C:17]([C:21](=[O:54])[NH:22][C:23]2[CH:28]=[CH:27][C:26]([N:29]3[CH2:34][CH2:33][CH2:32][CH2:31][CH2:30]3)=[CH:25][C:24]=2[C:35]2[CH:40]=[C:39]([C:41](=[O:53])[NH:42][C@@H:43]3[C:52]4[C:47](=[CH:48][CH:49]=[CH:50][CH:51]=4)[CH2:46][CH2:45][CH2:44]3)[CH:38]=[CH:37][N:36]=2)[CH:16]=1)=[O:4], predict the reaction product. The product is: [CH3:1][N:2]([CH2:57][CH2:58][O:59][CH2:60][CH2:61][O:62][CH2:63][CH2:64][O:65][CH2:66][CH2:67][C:68]([OH:70])=[O:69])[C:3]([C@@H:5]1[CH2:10][O:9][CH2:8][CH2:7][N:6]1[CH2:11][CH2:12][N:13]([CH3:56])[C:14](=[O:55])[C:15]1[CH:20]=[CH:19][CH:18]=[C:17]([C:21](=[O:54])[NH:22][C:23]2[CH:28]=[CH:27][C:26]([N:29]3[CH2:34][CH2:33][CH2:32][CH2:31][CH2:30]3)=[CH:25][C:24]=2[C:35]2[CH:40]=[C:39]([C:41](=[O:53])[NH:42][C@@H:43]3[C:52]4[C:47](=[CH:48][CH:49]=[CH:50][CH:51]=4)[CH2:46][CH2:45][CH2:44]3)[CH:38]=[CH:37][N:36]=2)[CH:16]=1)=[O:4]. (10) Given the reactants [C:1]([NH:4][CH2:5][C@@H:6]1[O:10][C:9](=[O:11])[N:8]([C:12]2[CH:17]=[CH:16][C:15]([C:18](OC3C(F)=C(F)C(F)=C(F)C=3F)=[O:19])=[C:14]([F:32])[CH:13]=2)[CH2:7]1)(=[O:3])[CH3:2].C[Si](C)(C)[O:35][NH2:36].C(OCC)C, predict the reaction product. The product is: [C:1]([NH:4][CH2:5][C@@H:6]1[O:10][C:9](=[O:11])[N:8]([C:12]2[CH:17]=[CH:16][C:15]([C:18]([NH:36][OH:35])=[O:19])=[C:14]([F:32])[CH:13]=2)[CH2:7]1)(=[O:3])[CH3:2].